Task: Predict the product of the given reaction.. Dataset: Forward reaction prediction with 1.9M reactions from USPTO patents (1976-2016) (1) Given the reactants [F:1][C:2]1[CH:7]=[CH:6][CH:5]=[CH:4][C:3]=1[C:8]([N:10]1[CH2:15][CH2:14][CH:13]([O:16][C:17]2[C:22]([CH3:23])=[CH:21][C:20]([N+:24]([O-])=O)=[CH:19][N:18]=2)[CH2:12][CH2:11]1)=[O:9], predict the reaction product. The product is: [NH2:24][C:20]1[CH:21]=[C:22]([CH3:23])[C:17]([O:16][CH:13]2[CH2:14][CH2:15][N:10]([C:8]([C:3]3[CH:4]=[CH:5][CH:6]=[CH:7][C:2]=3[F:1])=[O:9])[CH2:11][CH2:12]2)=[N:18][CH:19]=1. (2) Given the reactants [C:1](=O)([O-])[O-].[K+].[K+].[CH2:7](Br)[C:8]1[CH:13]=[CH:12][CH:11]=[CH:10][CH:9]=1.[Cl:15][C:16]1[CH:24]=[CH:23][CH:22]=[C:18]([C:19]([OH:21])=[O:20])[C:17]=1[OH:25].[C:26](O)(=O)[CH2:27][C:28]([CH2:33][C:34](O)=O)([C:30](O)=O)O, predict the reaction product. The product is: [CH2:7]([O:25][C:17]1[C:16]([Cl:15])=[CH:24][CH:23]=[CH:22][C:18]=1[C:19]([O:21][CH2:30][C:28]1[CH:33]=[CH:34][CH:1]=[CH:26][CH:27]=1)=[O:20])[C:8]1[CH:13]=[CH:12][CH:11]=[CH:10][CH:9]=1. (3) Given the reactants Cl.[NH2:2][C:3]([NH2:5])=[NH:4].C[O-:7].[Na+].[N:9]1[C:18]2[C:13](=[C:14]([N:19]3[C:23]([CH:24]4[CH2:26][CH2:25]4)=[C:22]([C:27]([O:29]CC)=[O:28])[CH:21]=[N:20]3)[CH:15]=[CH:16][CH:17]=2)[CH:12]=[CH:11][CH:10]=1, predict the reaction product. The product is: [OH2:28].[OH2:7].[N:9]1[C:18]2[C:13](=[C:14]([N:19]3[C:23]([CH:24]4[CH2:25][CH2:26]4)=[C:22]([C:27]([NH:4][C:3]([NH2:5])=[NH:2])=[O:29])[CH:21]=[N:20]3)[CH:15]=[CH:16][CH:17]=2)[CH:12]=[CH:11][CH:10]=1. (4) Given the reactants [C:1]1([C:7](=O)[CH2:8][CH:9]([C:13]2[CH:18]=[CH:17][CH:16]=[CH:15][CH:14]=2)[C:10](=O)[CH3:11])[CH:6]=[CH:5][CH:4]=[CH:3][CH:2]=1.[NH2:20][C:21]1[CH:26]=[CH:25][C:24]([CH2:27][CH2:28][CH2:29][C:30]([OH:32])=[O:31])=[CH:23][CH:22]=1, predict the reaction product. The product is: [CH3:11][C:10]1[N:20]([C:21]2[CH:22]=[CH:23][C:24]([CH2:27][CH2:28][CH2:29][C:30]([OH:32])=[O:31])=[CH:25][CH:26]=2)[C:7]([C:1]2[CH:6]=[CH:5][CH:4]=[CH:3][CH:2]=2)=[CH:8][C:9]=1[C:13]1[CH:18]=[CH:17][CH:16]=[CH:15][CH:14]=1. (5) Given the reactants [C:1]([C:5]1[N:22]=[C:8]2[C:9]([C:20]#[N:21])=[CH:10][C:11]([C:14]3[CH:19]=[CH:18][CH:17]=[CH:16][CH:15]=3)=[C:12](O)[N:7]2[N:6]=1)([CH3:4])([CH3:3])[CH3:2].P(Cl)(Cl)([Cl:25])=O, predict the reaction product. The product is: [C:1]([C:5]1[N:22]=[C:8]2[C:9]([C:20]#[N:21])=[CH:10][C:11]([C:14]3[CH:19]=[CH:18][CH:17]=[CH:16][CH:15]=3)=[C:12]([Cl:25])[N:7]2[N:6]=1)([CH3:4])([CH3:3])[CH3:2]. (6) Given the reactants [CH2:1]([O:3][C:4](=[O:23])[CH2:5][C:6]1[CH:11]=[C:10]([O:12][C:13]2[CH:18]=[CH:17][C:16]([Br:19])=[CH:15][C:14]=2[CH2:20]O)[CH:9]=[CH:8][C:7]=1[Cl:22])[CH3:2].P(Br)(Br)[Br:25], predict the reaction product. The product is: [CH2:1]([O:3][C:4](=[O:23])[CH2:5][C:6]1[CH:11]=[C:10]([O:12][C:13]2[CH:18]=[CH:17][C:16]([Br:19])=[CH:15][C:14]=2[CH2:20][Br:25])[CH:9]=[CH:8][C:7]=1[Cl:22])[CH3:2]. (7) Given the reactants [CH3:1][C:2]1[O:6][C:5]([C:7]2[CH:12]=[CH:11][CH:10]=[CH:9][CH:8]=2)=[N:4][C:3]=1[CH2:13][O:14][C:15]1[CH:20]=[CH:19][C:18]([S:21][C:22]2[O:23][C:24]([CH2:33][CH2:34][C:35]([O:37]C)=[O:36])=[C:25]([C:27]3[CH:32]=[CH:31][CH:30]=[CH:29][CH:28]=3)[N:26]=2)=[CH:17][CH:16]=1.O.[OH-].[Li+].O1CCCC1.Cl, predict the reaction product. The product is: [CH3:1][C:2]1[O:6][C:5]([C:7]2[CH:12]=[CH:11][CH:10]=[CH:9][CH:8]=2)=[N:4][C:3]=1[CH2:13][O:14][C:15]1[CH:16]=[CH:17][C:18]([S:21][C:22]2[O:23][C:24]([CH2:33][CH2:34][C:35]([OH:37])=[O:36])=[C:25]([C:27]3[CH:28]=[CH:29][CH:30]=[CH:31][CH:32]=3)[N:26]=2)=[CH:19][CH:20]=1.